This data is from Catalyst prediction with 721,799 reactions and 888 catalyst types from USPTO. The task is: Predict which catalyst facilitates the given reaction. Reactant: CCN(C(C)C)C(C)C.[C:10]([C:12]1[C:13]([N:31]2[CH2:36][CH2:35][CH:34]([C:37]([OH:39])=O)[CH2:33][CH2:32]2)=[N:14][C:15]([O:23]S(C(F)(F)F)(=O)=O)=[C:16]([C:18]([O:20][CH2:21][CH3:22])=[O:19])[CH:17]=1)#[N:11].CN(C(O[N:48]1[N:56]=[N:55][C:50]2[CH:51]=[CH:52][CH:53]=[CH:54][C:49]1=2)=[N+](C)C)C.[B-](F)(F)(F)F.[C:62]1([CH2:68][S:69]([NH2:72])(=[O:71])=[O:70])[CH:67]=[CH:66][CH:65]=[CH:64][CH:63]=1.C([O-])(O)=O.[Na+]. Product: [N:55]1([O:23][C:15]2[N:14]=[C:13]([N:31]3[CH2:36][CH2:35][CH:34]([C:37](=[O:39])[NH:72][S:69]([CH2:68][C:62]4[CH:63]=[CH:64][CH:65]=[CH:66][CH:67]=4)(=[O:70])=[O:71])[CH2:33][CH2:32]3)[C:12]([C:10]#[N:11])=[CH:17][C:16]=2[C:18]([O:20][CH2:21][CH3:22])=[O:19])[C:50]2[CH:51]=[CH:52][CH:53]=[CH:54][C:49]=2[N:48]=[N:56]1. The catalyst class is: 2.